This data is from NCI-60 drug combinations with 297,098 pairs across 59 cell lines. The task is: Regression. Given two drug SMILES strings and cell line genomic features, predict the synergy score measuring deviation from expected non-interaction effect. (1) Drug 1: CS(=O)(=O)C1=CC(=C(C=C1)C(=O)NC2=CC(=C(C=C2)Cl)C3=CC=CC=N3)Cl. Drug 2: CC12CCC(CC1=CCC3C2CCC4(C3CC=C4C5=CN=CC=C5)C)O. Cell line: PC-3. Synergy scores: CSS=0.990, Synergy_ZIP=-0.747, Synergy_Bliss=-0.456, Synergy_Loewe=-2.27, Synergy_HSA=-1.17. (2) Drug 1: CC1C(C(CC(O1)OC2CC(CC3=C2C(=C4C(=C3O)C(=O)C5=C(C4=O)C(=CC=C5)OC)O)(C(=O)CO)O)N)O.Cl. Drug 2: C1=NNC2=C1C(=O)NC=N2. Cell line: HOP-92. Synergy scores: CSS=-8.19, Synergy_ZIP=1.62, Synergy_Bliss=-3.90, Synergy_Loewe=-7.23, Synergy_HSA=-7.54. (3) Drug 1: CCC1=CC2CC(C3=C(CN(C2)C1)C4=CC=CC=C4N3)(C5=C(C=C6C(=C5)C78CCN9C7C(C=CC9)(C(C(C8N6C)(C(=O)OC)O)OC(=O)C)CC)OC)C(=O)OC.C(C(C(=O)O)O)(C(=O)O)O. Drug 2: COC1=CC(=CC(=C1O)OC)C2C3C(COC3=O)C(C4=CC5=C(C=C24)OCO5)OC6C(C(C7C(O6)COC(O7)C8=CC=CS8)O)O. Cell line: SR. Synergy scores: CSS=94.0, Synergy_ZIP=2.80, Synergy_Bliss=2.53, Synergy_Loewe=2.61, Synergy_HSA=5.42.